The task is: Predict the product of the given reaction.. This data is from Forward reaction prediction with 1.9M reactions from USPTO patents (1976-2016). (1) The product is: [CH:1]1([C:4]2[C:12]3[C:11]([NH2:13])=[CH:10][CH:9]=[CH:8][C:7]=3[N:6]([CH2:16][C:17]3[CH:21]=[CH:20][N:19]([CH:22]([CH3:24])[CH3:23])[N:18]=3)[N:5]=2)[CH2:2][CH2:3]1. Given the reactants [CH:1]1([C:4]2[C:12]3[C:7](=[CH:8][CH:9]=[CH:10][C:11]=3[N+:13]([O-])=O)[N:6]([CH2:16][C:17]3[CH:21]=[CH:20][N:19]([CH:22]([CH3:24])[CH3:23])[N:18]=3)[N:5]=2)[CH2:3][CH2:2]1.[Cl-].[NH4+], predict the reaction product. (2) Given the reactants [F:1][C:2]1[CH:27]=[CH:26][C:5]([C:6]([NH:8][C:9]2[S:13][C:12]([NH:14][C:15]3[CH:20]=[CH:19][C:18]([O:21][CH3:22])=[CH:17][CH:16]=3)=[N:11][C:10]=2[C:23]([NH2:25])=[O:24])=[O:7])=[CH:4][C:3]=1[N+:28]([O-])=O.[NH4+].[Cl-], predict the reaction product. The product is: [NH2:28][C:3]1[CH:4]=[C:5]([CH:26]=[CH:27][C:2]=1[F:1])[C:6]([NH:8][C:9]1[S:13][C:12]([NH:14][C:15]2[CH:16]=[CH:17][C:18]([O:21][CH3:22])=[CH:19][CH:20]=2)=[N:11][C:10]=1[C:23]([NH2:25])=[O:24])=[O:7].